Dataset: Full USPTO retrosynthesis dataset with 1.9M reactions from patents (1976-2016). Task: Predict the reactants needed to synthesize the given product. (1) Given the product [C:22]1([O:1][CH2:2][CH2:3][N:4]2[CH2:9][CH2:8][CH2:7][CH2:6][N:5]2[C:10]2[C:19]3[C:14](=[CH:15][CH:16]=[CH:17][CH:18]=3)[C:13]([C:20]#[N:21])=[CH:12][CH:11]=2)[CH:27]=[CH:26][CH:25]=[CH:24][CH:23]=1, predict the reactants needed to synthesize it. The reactants are: [OH:1][CH2:2][CH2:3][N:4]1[CH2:9][CH2:8][CH2:7][CH2:6][N:5]1[C:10]1[C:19]2[C:14](=[CH:15][CH:16]=[CH:17][CH:18]=2)[C:13]([C:20]#[N:21])=[CH:12][CH:11]=1.[C:22]1(P([C:22]2[CH:27]=[CH:26][CH:25]=[CH:24][CH:23]=2)[C:22]2[CH:27]=[CH:26][CH:25]=[CH:24][CH:23]=2)[CH:27]=[CH:26][CH:25]=[CH:24][CH:23]=1.C1(O)C=CC=CC=1.CC(OC(/N=N/C(OC(C)C)=O)=O)C. (2) Given the product [C:109]([O:113][C:114]([NH:116][C@@H:117]([C:121]([CH3:124])([CH3:123])[CH3:122])[C:118]([N:92]1[CH2:93][CH2:94][C@@H:95]([O:97][CH2:98][C:99]2[CH:100]=[CH:101][C:102]([C:103]([O:105][CH3:106])=[O:104])=[CH:107][CH:108]=2)[CH2:96][C@H:91]1[C:89](=[O:90])[NH:88][C@H:78]1[C:87]2[C:82](=[CH:83][CH:84]=[CH:85][CH:86]=2)[CH2:81][CH2:80][CH2:79]1)=[O:119])=[O:115])([CH3:112])([CH3:111])[CH3:110], predict the reactants needed to synthesize it. The reactants are: CC(C)(C)[C@H](NC(=O)[C@@H](NC)C)C(N1[C@H](C(=O)N[C@H]2C3C(=CC=CC=3)CCC2)CC2C(=CC(NC(=O)CCC(N[C@H]3C[C@@H](C(=O)N[C@H]4C5C(=CC=CC=5)CCC4)N(C(=O)[C@@H](NC(=O)[C@@H](NC)C)C(C)(C)C)C3)=O)=CC=2)C1)=O.[C@H:78]1([NH:88][C:89]([C@@H:91]2[CH2:96][C@H:95]([O:97][CH2:98][C:99]3[CH:108]=[CH:107][C:102]([C:103]([O:105][CH3:106])=[O:104])=[CH:101][CH:100]=3)[CH2:94][CH2:93][NH:92]2)=[O:90])[C:87]2[C:82](=[CH:83][CH:84]=[CH:85][CH:86]=2)[CH2:81][CH2:80][CH2:79]1.[C:109]([O:113][C:114]([NH:116][C@@H:117]([C:121]([CH3:124])([CH3:123])[CH3:122])[C:118](O)=[O:119])=[O:115])([CH3:112])([CH3:111])[CH3:110]. (3) Given the product [Br:1][C:2]1[CH:7]=[CH:6][C:5]([O:29][CH:23]2[CH2:28][CH2:27][CH2:26][CH2:25][CH2:24]2)=[CH:4][CH:3]=1, predict the reactants needed to synthesize it. The reactants are: [Br:1][C:2]1[CH:7]=[CH:6][C:5](I)=[CH:4][CH:3]=1.C1C=NC2C3N=CC=CC=3C=CC=2C=1.[CH:23]1([OH:29])[CH2:28][CH2:27][CH2:26][CH2:25][CH2:24]1.C([O-])([O-])=O.[Cs+].[Cs+]. (4) Given the product [Cl:1][C:2]1[CH:10]=[C:9]2[C:5]([C:6]([C:20]#[N:21])=[C:7]([C:12]3[CH:17]=[C:16]([CH2:18][NH:26][S:23]([CH3:22])(=[O:25])=[O:24])[CH:15]=[N:14][CH:13]=3)[N:8]2[CH3:11])=[CH:4][CH:3]=1, predict the reactants needed to synthesize it. The reactants are: [Cl:1][C:2]1[CH:10]=[C:9]2[C:5]([C:6]([C:20]#[N:21])=[C:7]([C:12]3[CH:13]=[N:14][CH:15]=[C:16]([CH:18]=O)[CH:17]=3)[N:8]2[CH3:11])=[CH:4][CH:3]=1.[CH3:22][S:23]([NH2:26])(=[O:25])=[O:24].C(O)(=O)C.C(N(CC)CC)C.[BH-](OC(C)=O)(OC(C)=O)OC(C)=O.[Na+].C([O-])(O)=O.[Na+]. (5) The reactants are: [Br:1][C:2]1[CH:7]=[CH:6][C:5](I)=[CH:4][CH:3]=1.[NH:9]1[CH2:14][CH2:13][CH2:12][CH:11]([OH:15])[CH2:10]1.[O-]P([O-])([O-])=O.[K+].[K+].[K+]. Given the product [Br:1][C:2]1[CH:7]=[CH:6][C:5]([N:9]2[CH2:14][CH2:13][CH2:12][CH:11]([OH:15])[CH2:10]2)=[CH:4][CH:3]=1, predict the reactants needed to synthesize it. (6) Given the product [C:24]1([O:23][C:22](=[O:30])[NH:8][C:6]2[CH:5]=[CH:4][CH:3]=[C:2]([CH3:1])[N:7]=2)[CH:29]=[CH:28][CH:27]=[CH:26][CH:25]=1, predict the reactants needed to synthesize it. The reactants are: [CH3:1][C:2]1[N:7]=[C:6]([NH2:8])[CH:5]=[CH:4][CH:3]=1.N1(CC2C=CC(N[C:22](=[O:30])[O:23][C:24]3[CH:29]=[CH:28][CH:27]=[CH:26][CH:25]=3)=CC=2)C=CC=N1. (7) Given the product [Br:12][C:13]1[CH:14]=[C:15]([NH:19][C:20](=[O:21])[O:9][CH:3]2[CH:4]3[CH2:7][CH2:8][N:1]([CH2:6][CH2:5]3)[CH2:2]2)[CH:16]=[CH:17][CH:18]=1, predict the reactants needed to synthesize it. The reactants are: [N:1]12[CH2:8][CH2:7][CH:4]([CH2:5][CH2:6]1)[CH:3]([OH:9])[CH2:2]2.[H-].[Na+].[Br:12][C:13]1[CH:14]=[C:15]([N:19]=[C:20]=[O:21])[CH:16]=[CH:17][CH:18]=1.